From a dataset of Reaction yield outcomes from USPTO patents with 853,638 reactions. Predict the reaction yield, written as a fraction of the theoretical maximum amount of product (1.0 means a 100% yield; for example, 0.34 means a 34% yield). (1) The yield is 0.940. The product is [C:17]([O:16][C:14]([NH:13][CH:12]([C:21](=[O:23])[NH:31][C:28]1[CH:29]=[CH:30][CH:25]=[CH:26][CH:27]=1)[CH2:11][CH2:10][C:9]([O:8][CH2:1][C:2]1[CH:3]=[CH:4][CH:5]=[CH:6][CH:7]=1)=[O:24])=[O:15])([CH3:18])([CH3:19])[CH3:20]. The catalyst is C(Cl)Cl. The reactants are [CH2:1]([O:8][C:9](=[O:24])[CH2:10][CH2:11][C@@H:12]([C:21]([OH:23])=O)[NH:13][C:14]([O:16][C:17]([CH3:20])([CH3:19])[CH3:18])=[O:15])[C:2]1[CH:7]=[CH:6][CH:5]=[CH:4][CH:3]=1.[CH2:25]1[CH2:30][CH2:29][CH:28]([N:31]=C=[N:31][CH:28]2[CH2:29][CH2:30][CH2:25][CH2:26][CH2:27]2)[CH2:27][CH2:26]1.NC1C=CC=CC=1. (2) The reactants are [NH:1]1[CH:5]=[C:4]([C:6]2[C:7]3[CH:14]=[CH:13][N:12]([CH2:15][O:16][CH2:17][CH2:18][Si:19]([CH3:22])([CH3:21])[CH3:20])[C:8]=3[N:9]=[CH:10][N:11]=2)[CH:3]=[N:2]1.C(#N)C.C1CCN2C(=NCCC2)CC1.[C:37]([O:46][CH3:47])(=[O:45])/[CH:38]=[CH:39]/[CH2:40][C:41]([O:43][CH3:44])=[O:42]. The catalyst is C(OCC)(=O)C. The product is [CH3:20][Si:19]([CH3:22])([CH3:21])[CH2:18][CH2:17][O:16][CH2:15][N:12]1[C:8]2[N:9]=[CH:10][N:11]=[C:6]([C:4]3[CH:5]=[N:1][N:2]([CH:39]([CH2:40][C:41]([O:43][CH3:44])=[O:42])[CH2:38][C:37]([O:46][CH3:47])=[O:45])[CH:3]=3)[C:7]=2[CH:14]=[CH:13]1. The yield is 0.640. (3) The reactants are S(=O)(=O)(O)O.[Cl:6][C:7]1[CH:8]=[C:9]([CH:21]=[CH:22][C:23]=1[Cl:24])[CH2:10][NH:11][C:12](=[NH:20])[CH:13](OCC)OCC.ClC1C=C2C(=CC=1Cl)C(N)=NC=C2. No catalyst specified. The product is [Cl:6][C:7]1[C:23]([Cl:24])=[CH:22][CH:21]=[C:9]2[C:8]=1[CH:13]=[C:12]([NH2:20])[N:11]=[CH:10]2. The yield is 0.860. (4) The catalyst is CN(C=O)C.C(Cl)Cl. The reactants are [H-].[Na+].[F:3][C:4]1[C:15](=[O:16])[N:14]2[C:10]([CH2:11][CH2:12][CH2:13]2)=[C:9]2[C:5]=1[N:6]([C:18]1[CH:23]=[CH:22][C:21]([I:24])=[CH:20][C:19]=1[F:25])[C:7](=[O:17])[NH:8]2.[CH2:26]([C:29]1([S:32](Cl)(=[O:34])=[O:33])[CH2:31][CH2:30]1)[CH:27]=[CH2:28].CO. The yield is 0.460. The product is [CH2:26]([C:29]1([S:32]([N:8]2[C:9]3[C:5](=[C:4]([F:3])[C:15](=[O:16])[N:14]4[C:10]=3[CH2:11][CH2:12][CH2:13]4)[N:6]([C:18]3[CH:23]=[CH:22][C:21]([I:24])=[CH:20][C:19]=3[F:25])[C:7]2=[O:17])(=[O:34])=[O:33])[CH2:31][CH2:30]1)[CH:27]=[CH2:28]. (5) The reactants are [CH3:1][C:2]1[O:6][N:5]=[C:4]([C:7]2[CH:12]=[CH:11][N:10]=[CH:9][N:8]=2)[C:3]=1[CH2:13][OH:14].O[C:16]1[CH:25]=[CH:24][C:19]([C:20]([O:22][CH3:23])=[O:21])=[CH:18][N:17]=1.C1(P(C2C=CC=CC=2)C2C=CC=CC=2)C=CC=CC=1.N(C(OCC)=O)=NC(OCC)=O. The catalyst is C1COCC1. The product is [CH3:23][O:22][C:20](=[O:21])[C:19]1[CH:24]=[CH:25][C:16]([O:14][CH2:13][C:3]2[C:4]([C:7]3[CH:12]=[CH:11][N:10]=[CH:9][N:8]=3)=[N:5][O:6][C:2]=2[CH3:1])=[N:17][CH:18]=1. The yield is 0.180. (6) The reactants are [Cl:1][C:2]1[CH:3]=[C:4]([CH:23]=[CH:24][CH:25]=1)[CH2:5][O:6][C:7]1[CH:16]=[C:15]2[C:10]([CH:11]=[C:12]([C:17]([CH3:22])([CH3:21])[C:18](Cl)=[O:19])[CH:13]=[N:14]2)=[CH:9][CH:8]=1.[OH-].[NH4+:27]. The catalyst is C1COCC1. The product is [Cl:1][C:2]1[CH:3]=[C:4]([CH:23]=[CH:24][CH:25]=1)[CH2:5][O:6][C:7]1[CH:16]=[C:15]2[C:10]([CH:11]=[C:12]([C:17]([CH3:22])([CH3:21])[C:18]([NH2:27])=[O:19])[CH:13]=[N:14]2)=[CH:9][CH:8]=1. The yield is 0.100. (7) The reactants are [F:1][C:2]1[CH:3]=[CH:4][C:5]([O:9][CH2:10][CH2:11][CH3:12])=[C:6]([CH:8]=1)[NH2:7].[C:13](OCC)(=[O:18])[CH2:14][C:15]([CH3:17])=O. The catalyst is C1C=CC=CC=1. The product is [F:1][C:2]1[CH:3]=[CH:4][C:5]([O:9][CH2:10][CH2:11][CH3:12])=[C:6]2[C:8]=1[C:13](=[O:18])[CH:14]=[C:15]([CH3:17])[NH:7]2. The yield is 0.430. (8) The reactants are [CH:1]1([CH2:4][CH:5]([C:22]2[CH:36]=[CH:35][C:25]([C:26]([NH:28][CH2:29][CH2:30][C:31]([O:33]C)=[O:32])=[O:27])=[CH:24][CH:23]=2)[O:6][C:7]2[CH:12]=[CH:11][C:10]([N:13]3[CH:17]=[C:16]([C:18]([F:21])([F:20])[F:19])[CH:15]=[N:14]3)=[CH:9][CH:8]=2)[CH2:3][CH2:2]1.O.[OH-].[Li+].Cl. The catalyst is CO.O. The product is [CH:1]1([CH2:4][CH:5]([C:22]2[CH:36]=[CH:35][C:25]([C:26]([NH:28][CH2:29][CH2:30][C:31]([OH:33])=[O:32])=[O:27])=[CH:24][CH:23]=2)[O:6][C:7]2[CH:8]=[CH:9][C:10]([N:13]3[CH:17]=[C:16]([C:18]([F:20])([F:19])[F:21])[CH:15]=[N:14]3)=[CH:11][CH:12]=2)[CH2:2][CH2:3]1. The yield is 0.590.